From a dataset of Full USPTO retrosynthesis dataset with 1.9M reactions from patents (1976-2016). Predict the reactants needed to synthesize the given product. (1) Given the product [ClH:43].[NH2:7][CH:8]([CH2:34][C:35]1[CH:40]=[CH:39][C:38]([F:41])=[CH:37][CH:36]=1)[C:9]([N:11]1[CH2:16][CH2:15][N:14]([CH:17]([CH2:18][C:19]2[CH:28]=[CH:27][C:26]3[C:21](=[CH:22][CH:23]=[CH:24][CH:25]=3)[CH:20]=2)[C:29]([NH2:30])=[O:31])[CH2:13][CH:12]1[CH2:32][CH3:33])=[O:10], predict the reactants needed to synthesize it. The reactants are: C(OC(=O)[NH:7][CH:8]([CH2:34][C:35]1[CH:40]=[CH:39][C:38]([F:41])=[CH:37][CH:36]=1)[C:9]([N:11]1[CH2:16][CH2:15][N:14]([CH:17]([C:29](=[O:31])[NH2:30])[CH2:18][C:19]2[CH:28]=[CH:27][C:26]3[C:21](=[CH:22][CH:23]=[CH:24][CH:25]=3)[CH:20]=2)[CH2:13][CH:12]1[CH2:32][CH3:33])=[O:10])(C)(C)C.[Cl:43]CCCl. (2) Given the product [CH3:1][C:2]1([CH3:37])[O:7][C:6]2[CH:8]=[CH:9][C:10]([CH:12]3[CH2:16][CH2:15][C@:14]([C:29]4[CH:34]=[CH:33][CH:32]=[C:31]([F:35])[C:30]=4[CH3:36])([C:17]([OH:19])=[O:18])[CH2:13]3)=[CH:11][C:5]=2[NH:4][CH2:3]1, predict the reactants needed to synthesize it. The reactants are: [CH3:1][C:2]1([CH3:37])[O:7][C:6]2[CH:8]=[CH:9][C:10]([C:12]3[CH2:16][CH2:15][C@:14]([C:29]4[CH:34]=[CH:33][CH:32]=[C:31]([F:35])[C:30]=4[CH3:36])([C:17]([O:19]CC4C=CC(OC)=CC=4)=[O:18])[CH:13]=3)=[CH:11][C:5]=2[NH:4][CH2:3]1. (3) Given the product [Cl:1][C:2]1[C:7]([S:8]([NH:12][C:13]2[CH:14]=[C:15]([O:28][CH3:29])[C:16]([CH2:19][NH:20][C:21](=[O:27])[O:22][C:23]([CH3:25])([CH3:26])[CH3:24])=[N:17][CH:18]=2)(=[O:10])=[O:9])=[CH:6][CH:5]=[CH:4][N:3]=1, predict the reactants needed to synthesize it. The reactants are: [Cl:1][C:2]1[C:7]([S:8](Cl)(=[O:10])=[O:9])=[CH:6][CH:5]=[CH:4][N:3]=1.[NH2:12][C:13]1[CH:14]=[C:15]([O:28][CH3:29])[C:16]([CH2:19][NH:20][C:21](=[O:27])[O:22][C:23]([CH3:26])([CH3:25])[CH3:24])=[N:17][CH:18]=1.N1C=CC=CC=1. (4) Given the product [C:41]([O:44][CH:45]([O:34][C:33](=[O:35])[C@H:12]([CH2:13][C:14]1[CH:15]=[CH:16][C:17]([C:20]2[C:21](=[O:32])[N:22]([CH3:31])[C:23]([CH3:30])=[CH:24][C:25]=2[C:26]([F:28])([F:29])[F:27])=[CH:18][CH:19]=1)[NH:11][C:9]([C:3]1[C:4]([Cl:8])=[CH:5][CH:6]=[CH:7][C:2]=1[Cl:1])=[O:10])[CH3:46])(=[O:43])[CH3:42], predict the reactants needed to synthesize it. The reactants are: [Cl:1][C:2]1[CH:7]=[CH:6][CH:5]=[C:4]([Cl:8])[C:3]=1[C:9]([NH:11][C@H:12]([C:33]([OH:35])=[O:34])[CH2:13][C:14]1[CH:19]=[CH:18][C:17]([C:20]2[C:21](=[O:32])[N:22]([CH3:31])[C:23]([CH3:30])=[CH:24][C:25]=2[C:26]([F:29])([F:28])[F:27])=[CH:16][CH:15]=1)=[O:10].C(=O)(O)[O-].[Na+].[C:41]([O:44][CH:45](Cl)[CH3:46])(=[O:43])[CH3:42].O. (5) The reactants are: [CH3:1][O:2][C:3]([C:5]1[S:6][C:7]([C:12]([OH:14])=O)=[CH:8][C:9]=1[C:10]#[N:11])=[O:4].C(N(CC)CC)C.CN(C(ON1N=NC2C=CC=CC1=2)=[N+](C)C)C.F[P-](F)(F)(F)(F)F.C1C=CC2N(O)N=NC=2C=1.[NH2:56][CH2:57][C:58]1[CH:59]=[C:60]([OH:64])[CH:61]=[CH:62][CH:63]=1. Given the product [CH3:1][O:2][C:3]([C:5]1[S:6][C:7]([C:12](=[O:14])[NH:56][CH2:57][C:58]2[CH:63]=[CH:62][CH:61]=[C:60]([OH:64])[CH:59]=2)=[CH:8][C:9]=1[C:10]#[N:11])=[O:4], predict the reactants needed to synthesize it. (6) The reactants are: [N+:1]([C:4]1[S:8][C:7]([C:9]([O:11][CH3:12])=[O:10])=[C:6]([O:13][C@@H:14]([C:16]2[CH:21]=[CH:20][CH:19]=[CH:18][C:17]=2[C:22]([F:25])([F:24])[F:23])[CH3:15])[CH:5]=1)([O-])=O. Given the product [NH2:1][C:4]1[S:8][C:7]([C:9]([O:11][CH3:12])=[O:10])=[C:6]([O:13][C@@H:14]([C:16]2[CH:21]=[CH:20][CH:19]=[CH:18][C:17]=2[C:22]([F:25])([F:23])[F:24])[CH3:15])[CH:5]=1, predict the reactants needed to synthesize it. (7) Given the product [OH:1][CH2:2][CH:3]1[C:15]2[CH:14]=[C:13]([NH2:16])[CH:12]=[CH:11][C:10]=2[C:9]2[C:4]1=[CH:5][CH:6]=[CH:7][CH:8]=2, predict the reactants needed to synthesize it. The reactants are: [OH:1][CH2:2][CH:3]1[C:15]2[CH:14]=[C:13]([NH:16]C(OC(C)(C)C)=O)[CH:12]=[CH:11][C:10]=2[C:9]2[C:4]1=[CH:5][CH:6]=[CH:7][CH:8]=2.Cl.CC(OC)(C)C.